This data is from Catalyst prediction with 721,799 reactions and 888 catalyst types from USPTO. The task is: Predict which catalyst facilitates the given reaction. Reactant: [CH2:1]([O:4][C:5](=[O:40])[C@@H:6]([NH:32][C:33]([O:35][C:36]([CH3:39])([CH3:38])[CH3:37])=[O:34])[CH2:7][C:8]1[CH:31]=[CH:30][C:11]([O:12][C:13]([NH:15][CH2:16][CH2:17][C@H:18]([NH:22][C:23]([O:25][C:26]([CH3:29])([CH3:28])[CH3:27])=[O:24])[C:19](O)=[O:20])=[O:14])=[CH:10][CH:9]=1)[CH:2]=[CH2:3].[NH2:41][CH2:42][C:43]([NH:45][C@H:46]([C:68]([NH2:70])=[O:69])[CH2:47][S:48][C:49]([C:62]1[CH:67]=[CH:66][CH:65]=[CH:64][CH:63]=1)([C:56]1[CH:61]=[CH:60][CH:59]=[CH:58][CH:57]=1)[C:50]1[CH:55]=[CH:54][CH:53]=[CH:52][CH:51]=1)=[O:44].C(N(CC)C(C)C)(C)C.CN(C(ON1N=NC2C=CC=NC1=2)=[N+](C)C)C.F[P-](F)(F)(F)(F)F. Product: [CH2:1]([O:4][C:5](=[O:40])[C@@H:6]([NH:32][C:33]([O:35][C:36]([CH3:39])([CH3:38])[CH3:37])=[O:34])[CH2:7][C:8]1[CH:9]=[CH:10][C:11]([O:12][C:13]([NH:15][CH2:16][CH2:17][C@H:18]([NH:22][C:23]([O:25][C:26]([CH3:29])([CH3:28])[CH3:27])=[O:24])[C:19]([NH:41][CH2:42][C:43]([NH:45][C@H:46]([C:68]([NH2:70])=[O:69])[CH2:47][S:48][C:49]([C:50]2[CH:55]=[CH:54][CH:53]=[CH:52][CH:51]=2)([C:56]2[CH:57]=[CH:58][CH:59]=[CH:60][CH:61]=2)[C:62]2[CH:67]=[CH:66][CH:65]=[CH:64][CH:63]=2)=[O:44])=[O:20])=[O:14])=[CH:30][CH:31]=1)[CH:2]=[CH2:3]. The catalyst class is: 4.